Predict the reaction yield, written as a fraction of the theoretical maximum amount of product (1.0 means a 100% yield; for example, 0.34 means a 34% yield). From a dataset of Reaction yield outcomes from USPTO patents with 853,638 reactions. (1) The reactants are C(OC([N:8]1[CH2:13][CH2:12][CH:11]([C:14](=[O:36])[NH:15][C:16]2[CH:17]=[C:18]3[C:34](=[O:35])[NH:33][N:32]=[CH:31][C:20]4=[C:21]([C:25]5[CH:30]=[CH:29][CH:28]=[CH:27][CH:26]=5)[NH:22][C:23]([CH:24]=2)=[C:19]34)[CH2:10][CH2:9]1)=O)(C)(C)C.[C:37]([OH:43])([C:39]([F:42])([F:41])[F:40])=[O:38]. The catalyst is C(Cl)Cl. The product is [F:40][C:39]([F:42])([F:41])[C:37]([OH:43])=[O:38].[O:35]=[C:34]1[C:18]2[C:19]3[C:20](=[C:21]([C:25]4[CH:30]=[CH:29][CH:28]=[CH:27][CH:26]=4)[NH:22][C:23]=3[CH:24]=[C:16]([NH:15][C:14]([CH:11]3[CH2:10][CH2:9][NH:8][CH2:13][CH2:12]3)=[O:36])[CH:17]=2)[CH:31]=[N:32][NH:33]1. The yield is 0.970. (2) The reactants are Br[C:2]1[CH:3]=[N:4][C:5]([CH:8]2[CH2:12][CH2:11][N:10]([C:13]([O:15][CH:16]3[CH:23]4[CH2:24][C:19]5([C:26]([O:28][CH3:29])=[O:27])[CH2:20][CH:21]([CH2:25][CH:17]3[CH2:18]5)[CH2:22]4)=[O:14])[CH2:9]2)=[N:6][CH:7]=1.I[C:31]1[CH:36]=[CH:35][N:34]([CH3:37])[C:33](=[O:38])[CH:32]=1.CC1(C)C(C)(C)OB(B2OC(C)(C)C(C)(C)O2)O1.CC([O-])=O.[K+]. The catalyst is CS(C)=O.C1C=CC(P(C2C=CC=CC=2)[C-]2C=CC=C2)=CC=1.C1C=CC(P(C2C=CC=CC=2)[C-]2C=CC=C2)=CC=1.Cl[Pd]Cl.[Fe+2].O. The product is [CH3:37][N:34]1[CH:35]=[CH:36][C:31]([C:2]2[CH:3]=[N:4][C:5]([CH:8]3[CH2:12][CH2:11][N:10]([C:13]([O:15][CH:16]4[CH:23]5[CH2:24][C:19]6([C:26]([O:28][CH3:29])=[O:27])[CH2:20][CH:21]([CH2:25][CH:17]4[CH2:18]6)[CH2:22]5)=[O:14])[CH2:9]3)=[N:6][CH:7]=2)=[CH:32][C:33]1=[O:38]. The yield is 0.360. (3) The reactants are [Br:1][C:2]1[CH:3]=[C:4]([C:16]([O:18]CC)=[O:17])[C:5]2[C:10]([CH2:11][CH3:12])=[N:9][N:8]([CH:13]([CH3:15])[CH3:14])[C:6]=2[N:7]=1.[OH-].[Na+]. The catalyst is CCO. The product is [Br:1][C:2]1[CH:3]=[C:4]([C:16]([OH:18])=[O:17])[C:5]2[C:10]([CH2:11][CH3:12])=[N:9][N:8]([CH:13]([CH3:15])[CH3:14])[C:6]=2[N:7]=1. The yield is 0.817.